From a dataset of Catalyst prediction with 721,799 reactions and 888 catalyst types from USPTO. Predict which catalyst facilitates the given reaction. Reactant: Br[C:2]1[CH:7]=[CH:6][C:5]([N+:8]([O-:10])=[O:9])=[CH:4][N:3]=1.Cl.[OH:12][CH:13]1[CH2:16][NH:15][CH2:14]1.C(=O)([O-])[O-].[K+].[K+]. Product: [N+:8]([C:5]1[CH:6]=[CH:7][C:2]([N:15]2[CH2:16][CH:13]([OH:12])[CH2:14]2)=[N:3][CH:4]=1)([O-:10])=[O:9]. The catalyst class is: 31.